Task: Regression. Given two drug SMILES strings and cell line genomic features, predict the synergy score measuring deviation from expected non-interaction effect.. Dataset: NCI-60 drug combinations with 297,098 pairs across 59 cell lines Drug 1: CC1=C(C=C(C=C1)NC(=O)C2=CC=C(C=C2)CN3CCN(CC3)C)NC4=NC=CC(=N4)C5=CN=CC=C5. Drug 2: CC1CCCC2(C(O2)CC(NC(=O)CC(C(C(=O)C(C1O)C)(C)C)O)C(=CC3=CSC(=N3)C)C)C. Cell line: SF-295. Synergy scores: CSS=53.0, Synergy_ZIP=11.6, Synergy_Bliss=10.5, Synergy_Loewe=-33.7, Synergy_HSA=9.61.